From a dataset of Reaction yield outcomes from USPTO patents with 853,638 reactions. Predict the reaction yield, written as a fraction of the theoretical maximum amount of product (1.0 means a 100% yield; for example, 0.34 means a 34% yield). (1) The reactants are [NH:1]1[CH2:6][CH2:5][CH:4]([O:7][C:8]2[S:9][C:10]3[CH:16]=[C:15]([C:17]4[CH2:22][CH2:21][N:20]([C:23]([O:25][C:26]([CH3:29])([CH3:28])[CH3:27])=[O:24])[CH2:19][CH:18]=4)[CH:14]=[CH:13][C:11]=3[N:12]=2)[CH2:3][CH2:2]1.CCN(CC)CC.[C:37](=O)([O:46][CH2:47][CH2:48][Si:49]([CH3:52])([CH3:51])[CH3:50])[O:38]N1C(=O)CCC1=O. The catalyst is O1CCOCC1.C(Cl)Cl. The product is [CH3:50][Si:49]([CH3:52])([CH3:51])[CH2:48][CH2:47][O:46][C:37]([N:1]1[CH2:6][CH2:5][CH:4]([O:7][C:8]2[S:9][C:10]3[CH:16]=[C:15]([C:17]4[CH2:22][CH2:21][N:20]([C:23]([O:25][C:26]([CH3:29])([CH3:28])[CH3:27])=[O:24])[CH2:19][CH:18]=4)[CH:14]=[CH:13][C:11]=3[N:12]=2)[CH2:3][CH2:2]1)=[O:38]. The yield is 0.920. (2) The reactants are C([O:8][C:9]1[CH:18]=[C:17]2[C:12]([C:13]([O:19][C:20]3[CH:25]=[CH:24][C:23]([NH:26][C:27]([NH:29][C:30]4[CH:35]=[CH:34][CH:33]=[C:32]([S:36]([CH3:39])(=[O:38])=[O:37])[CH:31]=4)=[O:28])=[CH:22][CH:21]=3)=[CH:14][CH:15]=[N:16]2)=[CH:11][C:10]=1[C:40]#[N:41])C1C=CC=CC=1.C1(SC)C=CC=CC=1. The catalyst is FC(F)(F)C(O)=O.C(OCC)(=O)C. The product is [C:40]([C:10]1[CH:11]=[C:12]2[C:17](=[CH:18][C:9]=1[OH:8])[N:16]=[CH:15][CH:14]=[C:13]2[O:19][C:20]1[CH:25]=[CH:24][C:23]([NH:26][C:27]([NH:29][C:30]2[CH:35]=[CH:34][CH:33]=[C:32]([S:36]([CH3:39])(=[O:38])=[O:37])[CH:31]=2)=[O:28])=[CH:22][CH:21]=1)#[N:41]. The yield is 0.727. (3) The reactants are [OH:1][CH:2]1[CH:8]([NH:9][C:10]([CH:12]([NH:17][C:18]([C:20]2[O:21][C:22]3[CH:28]=[CH:27][CH:26]=[CH:25][C:23]=3[CH:24]=2)=[O:19])[CH2:13][CH:14]([CH3:16])[CH3:15])=[O:11])[CH2:7][CH2:6][N:5]([CH3:29])[NH:4][CH2:3]1.[N:30]1[CH:35]=[CH:34][CH:33]=[CH:32][C:31]=1[C:36](O)=[O:37].CN(C(ON1N=NC2C=CC=CC1=2)=[N+](C)C)C.F[P-](F)(F)(F)(F)F.C(N(CC)CC)C. The catalyst is CN(C=O)C. The product is [OH:1][CH:2]1[CH:8]([NH:9][C:10]([CH:12]([NH:17][C:18]([C:20]2[O:21][C:22]3[CH:28]=[CH:27][CH:26]=[CH:25][C:23]=3[CH:24]=2)=[O:19])[CH2:13][CH:14]([CH3:16])[CH3:15])=[O:11])[CH2:7][CH2:6][N:5]([CH3:29])[N:4]([C:36]([C:31]2[CH:32]=[CH:33][CH:34]=[CH:35][N:30]=2)=[O:37])[CH2:3]1. The yield is 0.260. (4) The reactants are [N:1]1[CH:6]=[CH:5][CH:4]=[C:3]([NH:7][C:8](=[O:15])OCC(Cl)(Cl)Cl)[N:2]=1.[F:16][C:17]1[CH:22]=[C:21]([F:23])[CH:20]=[CH:19][C:18]=1[C:24]1[CH:29]=[CH:28][CH:27]=[C:26]([N:30]2[CH2:35][CH2:34][NH:33][CH2:32][CH2:31]2)[CH:25]=1. No catalyst specified. The product is [F:16][C:17]1[CH:22]=[C:21]([F:23])[CH:20]=[CH:19][C:18]=1[C:24]1[CH:29]=[CH:28][CH:27]=[C:26]([N:30]2[CH2:31][CH2:32][N:33]([C:8]([NH:7][C:3]3[N:2]=[N:1][CH:6]=[CH:5][CH:4]=3)=[O:15])[CH2:34][CH2:35]2)[CH:25]=1. The yield is 0.610. (5) The reactants are [CH3:1][C:2]1[C:3]([N+:16]([O-:18])=[O:17])=[C:4]([C:10]([N+:13]([O-:15])=[O:14])=[CH:11][CH:12]=1)[C:5]([O:7][CH2:8][CH3:9])=[O:6].C[C:20]([N:22]([CH3:24])[CH3:23])=O. The catalyst is CN(C=O)C. The product is [CH3:20][N:22]([CH3:24])/[CH:23]=[CH:1]/[C:2]1[C:3]([N+:16]([O-:18])=[O:17])=[C:4]([C:10]([N+:13]([O-:15])=[O:14])=[CH:11][CH:12]=1)[C:5]([O:7][CH2:8][CH3:9])=[O:6]. The yield is 0.580. (6) The reactants are N[C:2]1[CH:15]=[C:14]2[C:5]([S:6][C:7]3[C:8]([C:16]4[O:17][C:18]([N:23]5[CH2:28][CH2:27][O:26][CH2:25][CH2:24]5)=[CH:19][C:20](=[O:22])[CH:21]=4)=[CH:9][CH:10]=[CH:11][C:12]=3[CH2:13]2)=[CH:4][CH:3]=1.F[B-](F)(F)F.[H+].N([O:37][C:38](C)(C)C)=O.C([SiH](C(C)C)C(C)C)(C)C. The catalyst is C(O)C.C(OCC)C.CC([O-])=O.CC([O-])=O.[Pd+2]. The product is [N:23]1([C:18]2[O:17][C:16]([C:8]3[CH:9]=[CH:10][CH:11]=[C:12]4[C:7]=3[S:6][C:5]3[CH:4]=[CH:3][C:2]([CH:38]=[O:37])=[CH:15][C:14]=3[CH2:13]4)=[CH:21][C:20](=[O:22])[CH:19]=2)[CH2:28][CH2:27][O:26][CH2:25][CH2:24]1. The yield is 0.750. (7) The reactants are [CH3:1][S:2][C:3](SC)=[N:4][C:5]#[N:6].[CH2:9]([NH2:11])[CH3:10]. The catalyst is CO. The product is [CH2:9]([NH:11][C:3](=[N:4][C:5]#[N:6])[S:2][CH3:1])[CH3:10]. The yield is 0.430. (8) The yield is 0.230. The catalyst is CCOC(C)=O. The product is [CH2:24]([O:23][C:18]1[CH:19]=[CH:20][CH:21]=[CH:22][C:17]=1[C:12]1[N:11]([C:7]2[CH:6]=[C:5]([CH:10]=[CH:9][CH:8]=2)[C:4]([OH:31])=[O:3])[C:15]([CH3:16])=[CH:14][CH:13]=1)[C:25]1[CH:26]=[CH:27][CH:28]=[CH:29][CH:30]=1. The reactants are C([O:3][C:4](=[O:31])[C:5]1[CH:10]=[CH:9][CH:8]=[C:7]([N:11]2[C:15]([CH3:16])=[CH:14][CH:13]=[C:12]2[C:17]2[CH:22]=[CH:21][CH:20]=[CH:19][C:18]=2[O:23][CH2:24][C:25]2[CH:30]=[CH:29][CH:28]=[CH:27][CH:26]=2)[CH:6]=1)C.CN(C=O)C.[OH-].[Na+].